This data is from Forward reaction prediction with 1.9M reactions from USPTO patents (1976-2016). The task is: Predict the product of the given reaction. (1) Given the reactants [F:1][CH:2]([F:39])[C:3]1[N:7]([C:8]2[CH:13]=[C:12]([N:14]3[CH2:19][CH2:18][O:17][CH2:16][CH2:15]3)[N:11]=[C:10]([NH:20][CH2:21][CH:22]3[CH2:27][CH2:26][N:25]([C@H:28]4[CH2:33][CH2:32][C@H:31]([F:34])[CH2:30][CH2:29]4)[CH2:24][CH2:23]3)[N:9]=2)[C:6]2[CH:35]=[CH:36][CH:37]=[CH:38][C:5]=2[N:4]=1.[ClH:40], predict the reaction product. The product is: [ClH:40].[ClH:40].[F:39][CH:2]([F:1])[C:3]1[N:7]([C:8]2[CH:13]=[C:12]([N:14]3[CH2:15][CH2:16][O:17][CH2:18][CH2:19]3)[N:11]=[C:10]([NH:20][CH2:21][CH:22]3[CH2:23][CH2:24][N:25]([C@H:28]4[CH2:29][CH2:30][C@H:31]([F:34])[CH2:32][CH2:33]4)[CH2:26][CH2:27]3)[N:9]=2)[C:6]2[CH:35]=[CH:36][CH:37]=[CH:38][C:5]=2[N:4]=1. (2) Given the reactants [N+:1]([C:4]1[CH:9]=[CH:8][CH:7]=[CH:6][C:5]=1[CH2:10][C:11](=O)[C:12]([OH:14])=[O:13])([O-:3])=[O:2].[NH2:16][NH:17][C:18]([NH2:20])=[S:19].CC(O)=O, predict the reaction product. The product is: [C:18]([NH:17][N:16]=[C:11]([CH2:10][C:5]1[CH:6]=[CH:7][CH:8]=[CH:9][C:4]=1[N+:1]([O-:3])=[O:2])[C:12]([OH:14])=[O:13])(=[S:19])[NH2:20]. (3) Given the reactants [CH3:1][S:2][C:3]1[N:8]=[C:7]([NH2:9])[CH:6]=[C:5]([CH2:10][C:11]2[CH:16]=[CH:15][CH:14]=[CH:13][CH:12]=2)[N:4]=1.[H-].[Na+].Cl[C:20]1[S:21][C:22]2[CH:28]=[CH:27][CH:26]=[CH:25][C:23]=2[N:24]=1.[Cl-].[NH4+], predict the reaction product. The product is: [CH3:1][S:2][C:3]1[N:8]=[C:7]([NH:9][C:20]2[S:21][C:22]3[CH:28]=[CH:27][CH:26]=[CH:25][C:23]=3[N:24]=2)[CH:6]=[C:5]([CH2:10][C:11]2[CH:16]=[CH:15][CH:14]=[CH:13][CH:12]=2)[N:4]=1.